From a dataset of NCI-60 drug combinations with 297,098 pairs across 59 cell lines. Regression. Given two drug SMILES strings and cell line genomic features, predict the synergy score measuring deviation from expected non-interaction effect. (1) Drug 1: CN1CCC(CC1)COC2=C(C=C3C(=C2)N=CN=C3NC4=C(C=C(C=C4)Br)F)OC. Drug 2: CC1=C(C(=O)C2=C(C1=O)N3CC4C(C3(C2COC(=O)N)OC)N4)N. Cell line: MCF7. Synergy scores: CSS=35.1, Synergy_ZIP=0.812, Synergy_Bliss=6.66, Synergy_Loewe=-1.01, Synergy_HSA=9.21. (2) Drug 1: C1=C(C(=O)NC(=O)N1)F. Drug 2: CC1C(C(CC(O1)OC2CC(CC3=C2C(=C4C(=C3O)C(=O)C5=CC=CC=C5C4=O)O)(C(=O)C)O)N)O. Cell line: NCI-H522. Synergy scores: CSS=52.7, Synergy_ZIP=-0.972, Synergy_Bliss=2.41, Synergy_Loewe=-1.79, Synergy_HSA=4.33. (3) Drug 1: CC1=C(C=C(C=C1)NC2=NC=CC(=N2)N(C)C3=CC4=NN(C(=C4C=C3)C)C)S(=O)(=O)N.Cl. Synergy scores: CSS=20.1, Synergy_ZIP=1.50, Synergy_Bliss=8.57, Synergy_Loewe=4.06, Synergy_HSA=8.90. Drug 2: C1CC(C1)(C(=O)O)C(=O)O.[NH2-].[NH2-].[Pt+2]. Cell line: OVCAR-8. (4) Drug 1: C#CCC(CC1=CN=C2C(=N1)C(=NC(=N2)N)N)C3=CC=C(C=C3)C(=O)NC(CCC(=O)O)C(=O)O. Drug 2: CC1CCCC2(C(O2)CC(NC(=O)CC(C(C(=O)C(C1O)C)(C)C)O)C(=CC3=CSC(=N3)C)C)C. Cell line: M14. Synergy scores: CSS=54.3, Synergy_ZIP=2.19, Synergy_Bliss=0.938, Synergy_Loewe=-1.06, Synergy_HSA=-1.03. (5) Synergy scores: CSS=5.90, Synergy_ZIP=-2.78, Synergy_Bliss=-0.491, Synergy_Loewe=-6.50, Synergy_HSA=-4.34. Cell line: SNB-19. Drug 2: CCC(=C(C1=CC=CC=C1)C2=CC=C(C=C2)OCCN(C)C)C3=CC=CC=C3.C(C(=O)O)C(CC(=O)O)(C(=O)O)O. Drug 1: C1=CC(=CC=C1CC(C(=O)O)N)N(CCCl)CCCl.Cl. (6) Cell line: TK-10. Drug 1: C1CCN(CC1)CCOC2=CC=C(C=C2)C(=O)C3=C(SC4=C3C=CC(=C4)O)C5=CC=C(C=C5)O. Synergy scores: CSS=5.36, Synergy_ZIP=-4.97, Synergy_Bliss=0.706, Synergy_Loewe=-6.53, Synergy_HSA=-0.544. Drug 2: CCN(CC)CCCC(C)NC1=C2C=C(C=CC2=NC3=C1C=CC(=C3)Cl)OC.